From a dataset of Peptide-MHC class II binding affinity with 134,281 pairs from IEDB. Regression. Given a peptide amino acid sequence and an MHC pseudo amino acid sequence, predict their binding affinity value. This is MHC class II binding data. (1) The peptide sequence is EAAFTVSSKRNLADA. The MHC is HLA-DPA10103-DPB10401 with pseudo-sequence HLA-DPA10103-DPB10401. The binding affinity (normalized) is 0.169. (2) The peptide sequence is EKKYFAATQTEPLAA. The MHC is DRB1_1602 with pseudo-sequence DRB1_1602. The binding affinity (normalized) is 0.698.